Dataset: Catalyst prediction with 721,799 reactions and 888 catalyst types from USPTO. Task: Predict which catalyst facilitates the given reaction. Product: [F:1][C:2]1[C:3]([N:8]2[CH2:9][CH2:10][N:11]([CH2:15][C:16]3[NH:20][C:19]4[CH:21]=[CH:22][CH:23]=[CH:24][C:18]=4[N:17]=3)[CH2:12][CH2:13]2)=[N:4][CH:5]=[CH:6][CH:7]=1. The catalyst class is: 9. Reactant: [F:1][C:2]1[C:3]([N:8]2[CH2:13][CH2:12][NH:11][CH2:10][CH2:9]2)=[N:4][CH:5]=[CH:6][CH:7]=1.Cl[CH2:15][C:16]1[NH:20][C:19]2[CH:21]=[CH:22][CH:23]=[CH:24][C:18]=2[N:17]=1.C(=O)([O-])[O-].[Cs+].[Cs+].